Dataset: Forward reaction prediction with 1.9M reactions from USPTO patents (1976-2016). Task: Predict the product of the given reaction. Given the reactants [Br:1][C:2]1[CH:3]=[N:4][C:5]([CH3:8])=[N:6][CH:7]=1.C1C(=O)N([Br:16])C(=O)C1.C(OOC(=O)C1C=CC=CC=1)(=O)C1C=CC=CC=1, predict the reaction product. The product is: [Br:1][C:2]1[CH:3]=[N:4][C:5]([CH2:8][Br:16])=[N:6][CH:7]=1.